Predict the reactants needed to synthesize the given product. From a dataset of Full USPTO retrosynthesis dataset with 1.9M reactions from patents (1976-2016). (1) Given the product [N:10]1[CH:15]=[CH:14][CH:13]=[C:12]([C:16]2[S:17][C:18]([C:31]3[CH:40]=[CH:39][C:38]4[CH2:37][CH2:36][CH2:35][C:34](=[O:41])[C:33]=4[N:32]=3)=[CH:19][N:20]=2)[CH:11]=1, predict the reactants needed to synthesize it. The reactants are: C(#N)C.C([O-])([O-])=O.[Na+].[Na+].[N:10]1[CH:15]=[CH:14][CH:13]=[C:12]([C:16]2[S:17][C:18](B3OC(C)(C)C(C)(C)O3)=[CH:19][N:20]=2)[CH:11]=1.Cl[C:31]1[CH:40]=[CH:39][C:38]2[CH2:37][CH2:36][CH2:35][C:34](=[O:41])[C:33]=2[N:32]=1. (2) Given the product [C:1]([C:5]1[CH:13]=[CH:12][C:8]([C:9]([NH:21][C:20]([NH:23][C:24]2[CH:29]=[CH:28][CH:27]=[CH:26][N:25]=2)=[O:19])=[O:10])=[CH:7][CH:6]=1)([CH3:4])([CH3:3])[CH3:2], predict the reactants needed to synthesize it. The reactants are: [C:1]([C:5]1[CH:13]=[CH:12][C:8]([C:9](Cl)=[O:10])=[CH:7][CH:6]=1)([CH3:4])([CH3:3])[CH3:2].[Sn](Cl)(Cl)(Cl)Cl.[O-:19][C:20]#[N:21].[Na+].[NH2:23][C:24]1[CH:29]=[CH:28][CH:27]=[CH:26][N:25]=1. (3) Given the product [OH:40][CH2:39][C:37]1[O:36][N:35]=[C:34]([C:30]2[CH:29]=[C:28]([C:27]3[CH2:26][C:25](=[O:48])[NH:24][C:9]4[CH:10]=[C:11]([C:20]([F:21])([F:22])[F:23])[C:12]([N:14]5[CH2:19][CH2:18][O:17][CH2:16][CH2:15]5)=[CH:13][C:8]=4[N:7]=3)[CH:33]=[CH:32][CH:31]=2)[CH:38]=1, predict the reactants needed to synthesize it. The reactants are: C(OC(=O)[NH:7][C:8]1[CH:13]=[C:12]([N:14]2[CH2:19][CH2:18][O:17][CH2:16][CH2:15]2)[C:11]([C:20]([F:23])([F:22])[F:21])=[CH:10][C:9]=1[NH:24][C:25](=[O:48])[CH2:26][C:27](=O)[C:28]1[CH:33]=[CH:32][CH:31]=[C:30]([C:34]2[CH:38]=[C:37]([CH2:39][O:40]C3CCCCO3)[O:36][N:35]=2)[CH:29]=1)(C)(C)C.C(O)(C(F)(F)F)=O. (4) Given the product [OH:7][C:8]1[C:9](=[O:21])[C:10]2[C:15]([C:16](=[O:18])[CH:17]=1)=[CH:14][CH:13]=[C:12]([OH:19])[CH:11]=2, predict the reactants needed to synthesize it. The reactants are: [Al+3].[Cl-].[Cl-].[Cl-].[Na+].[Cl-].[OH:7][C:8]1[C:9](=[O:21])[C:10]2[C:15]([C:16](=[O:18])[CH:17]=1)=[CH:14][CH:13]=[C:12]([O:19]C)[CH:11]=2. (5) The reactants are: [Cl:1][C:2]1[N:10]=[C:9]([Cl:11])[C:8]([F:12])=[CH:7][C:3]=1[C:4](O)=[O:5].S(Cl)([Cl:15])=O. Given the product [Cl:1][C:2]1[N:10]=[C:9]([Cl:11])[C:8]([F:12])=[CH:7][C:3]=1[C:4]([Cl:15])=[O:5], predict the reactants needed to synthesize it. (6) Given the product [CH:28]1([C:31]2[C:32]([O:41][CH:42]3[CH2:47][CH2:46][C:45]4([CH2:48][CH2:49][CH2:50][CH2:51][CH2:52]4)[CH2:44][CH2:43]3)=[CH:33][C:34]([F:40])=[C:35]([CH:39]=2)[C:36]([NH:64][S:61]([CH:58]2[CH2:60][CH2:59]2)(=[O:63])=[O:62])=[O:38])[CH2:30][CH2:29]1, predict the reactants needed to synthesize it. The reactants are: C(C1(COC2C(C3CC3)=CC(C(O)=O)=C(F)C=2)C2CC3CC(CC1C3)C2)#N.[CH:28]1([C:31]2[C:32]([O:41][CH:42]3[CH2:47][CH2:46][C:45]4([CH2:52][CH2:51][CH2:50][CH2:49][CH2:48]4)[CH2:44][CH2:43]3)=[CH:33][C:34]([F:40])=[C:35]([CH:39]=2)[C:36]([OH:38])=O)[CH2:30][CH2:29]1.CS(N)(=O)=O.[CH:58]1([S:61]([NH2:64])(=[O:63])=[O:62])[CH2:60][CH2:59]1.